From a dataset of Retrosynthesis with 50K atom-mapped reactions and 10 reaction types from USPTO. Predict the reactants needed to synthesize the given product. (1) Given the product CN(C)CCNC(=O)c1ccccc1-c1ccc(CSCCOc2ccccc2)cc1, predict the reactants needed to synthesize it. The reactants are: CN(C)CCN.O=C(O)c1ccccc1-c1ccc(CSCCOc2ccccc2)cc1. (2) The reactants are: C=CC(=O)CC.CCC(CC)(c1ccc(O)cc1)c1ccc(Br)c(C)c1. Given the product CCC(=O)/C=C/c1ccc(C(CC)(CC)c2ccc(O)cc2)cc1C, predict the reactants needed to synthesize it. (3) Given the product CCSc1ccccc1-c1nc2cc(-c3ccccc3F)cnc2n1C, predict the reactants needed to synthesize it. The reactants are: CCSc1ccccc1-c1nc2cc(Br)cnc2n1C.OB(O)c1ccccc1F. (4) The reactants are: CCN(C(=O)OCc1ccccc1)[C@H](Cc1ccccc1)C(=O)O.O=C(O)[C@@H]1CCCN1. Given the product CCN(C(=O)OCc1ccccc1)[C@H](Cc1ccccc1)C(=O)N1CCC[C@H]1C(=O)O, predict the reactants needed to synthesize it.